From a dataset of Reaction yield outcomes from USPTO patents with 853,638 reactions. Predict the reaction yield, written as a fraction of the theoretical maximum amount of product (1.0 means a 100% yield; for example, 0.34 means a 34% yield). (1) The reactants are CC1C=C(N2CCN(CCOC3C=CC=CC=3)C2=O)SC=1C(O)=O.[F:25][C:26]1[CH:47]=[CH:46][C:29]([CH2:30][N:31]2[CH2:35][CH2:34][N:33]([C:36]3[S:40][C:39]([C:41](O)=[O:42])=[C:38]([CH3:44])[CH:37]=3)[C:32]2=[O:45])=[CH:28][CH:27]=1.[CH3:48][N:49]1[C:53]([CH3:54])=[CH:52][CH:51]=[C:50]1[CH2:55][NH2:56]. No catalyst specified. The product is [CH3:48][N:49]1[C:53]([CH3:54])=[CH:52][CH:51]=[C:50]1[CH2:55][NH:56][C:41]([C:39]1[S:40][C:36]([N:33]2[CH2:34][CH2:35][N:31]([CH2:30][C:29]3[CH:28]=[CH:27][C:26]([F:25])=[CH:47][CH:46]=3)[C:32]2=[O:45])=[CH:37][C:38]=1[CH3:44])=[O:42]. The yield is 0.570. (2) The reactants are [N:1]1([CH2:7][CH2:8][CH2:9][O:10][C:11]2[CH:12]=[C:13]([CH:17]3[CH2:21][CH2:20][CH2:19][N:18]3[CH2:22][C:23]([C:25]3[CH:30]=[C:29]([O:31][CH3:32])[C:28]([O:33][CH3:34])=[C:27]([O:35][CH3:36])[CH:26]=3)=O)[CH:14]=[CH:15][CH:16]=2)[CH2:6][CH2:5][CH2:4][CH2:3][CH2:2]1.N. The catalyst is CO.C(Cl)Cl. The product is [CH3:32][O:31][C:29]1[CH:30]=[C:25]([C@H:23]2[C:14]3[C:13](=[CH:12][C:11]([O:10][CH2:9][CH2:8][CH2:7][N:1]4[CH2:6][CH2:5][CH2:4][CH2:3][CH2:2]4)=[CH:16][CH:15]=3)[C@@H:17]3[CH2:21][CH2:20][CH2:19][N:18]3[CH2:22]2)[CH:26]=[C:27]([O:35][CH3:36])[C:28]=1[O:33][CH3:34]. The yield is 0.850. (3) The yield is 0.920. The catalyst is CN(C)C=O.ClCCl. The reactants are [Na].[CH3:2][C:3]1[CH:12]=[C:11]([CH2:13][O:14][C:15]2[CH:20]=[CH:19][C:18]([S:21]([OH:24])(=O)=[O:22])=[CH:17][CH:16]=2)[C:10]2[C:5](=[CH:6][CH:7]=[CH:8][CH:9]=2)[N:4]=1.C(Cl)(=O)C([Cl:28])=O. The product is [ClH:28].[CH3:2][C:3]1[CH:12]=[C:11]([CH2:13][O:14][C:15]2[CH:20]=[CH:19][C:18]([S:21]([Cl:28])(=[O:24])=[O:22])=[CH:17][CH:16]=2)[C:10]2[C:5](=[CH:6][CH:7]=[CH:8][CH:9]=2)[N:4]=1. (4) The reactants are CC1C=CC(S(O[CH2:12][C:13]([F:16])([F:15])[F:14])(=O)=O)=CC=1.[Cl:17][C:18]1[CH:23]=[CH:22][C:21]([CH2:24][OH:25])=[CH:20][C:19]=1[OH:26].C([O-])([O-])=O.[K+].[K+]. The catalyst is CN(C=O)C. The product is [Cl:17][C:18]1[CH:23]=[CH:22][C:21]([CH2:24][OH:25])=[CH:20][C:19]=1[O:26][CH2:12][C:13]([F:16])([F:15])[F:14]. The yield is 0.750.